The task is: Predict the reaction yield, written as a fraction of the theoretical maximum amount of product (1.0 means a 100% yield; for example, 0.34 means a 34% yield).. This data is from Reaction yield outcomes from USPTO patents with 853,638 reactions. (1) The reactants are Br[CH2:2][C:3]1[CH:28]=[CH:27][CH:26]=[CH:25][C:4]=1[CH2:5][N:6]1[C:10]2[CH:11]=[CH:12][CH:13]=[CH:14][C:9]=2[N:8]([C:15]2[CH:20]=[CH:19][CH:18]=[C:17]([F:21])[C:16]=2[F:22])[S:7]1(=[O:24])=[O:23].[CH3:29][NH2:30].[ClH:31]. No catalyst specified. The product is [ClH:31].[F:22][C:16]1[C:17]([F:21])=[CH:18][CH:19]=[CH:20][C:15]=1[N:8]1[C:9]2[CH:14]=[CH:13][CH:12]=[CH:11][C:10]=2[N:6]([CH2:5][C:4]2[CH:25]=[CH:26][CH:27]=[CH:28][C:3]=2[CH2:2][NH:30][CH3:29])[S:7]1(=[O:24])=[O:23]. The yield is 0.480. (2) The reactants are [C:1](O)(=O)C.[CH3:5][S:6]([C:8]1[CH:13]=[CH:12][C:11]([N:14]2[C:18]3[CH:19]=[C:20]([C:23]([NH:25][NH2:26])=[O:24])[CH:21]=[CH:22][C:17]=3[N:16]=[CH:15]2)=[CH:10][CH:9]=1)=[O:7].CN(C)C=O.C1(C)C=CC(S(Cl)(=O)=O)=CC=1. The catalyst is O1CCCC1.N1C=CC=CC=1.C(Cl)(Cl)Cl. The product is [CH3:5][S:6]([C:8]1[CH:13]=[CH:12][C:11]([N:14]2[C:18]3[CH:19]=[C:20]([C:23]4[O:24][CH:1]=[N:26][N:25]=4)[CH:21]=[CH:22][C:17]=3[N:16]=[CH:15]2)=[CH:10][CH:9]=1)=[O:7]. The yield is 0.0380.